Dataset: Full USPTO retrosynthesis dataset with 1.9M reactions from patents (1976-2016). Task: Predict the reactants needed to synthesize the given product. Given the product [Cl:18][C:11]1[CH:12]=[C:13]([C:8]([C:24]2[S:25][CH:26]=[CH:27][N:28]=2)=[CH:9][N:10]=1)[C:14]([O:16][CH3:17])=[O:15], predict the reactants needed to synthesize it. The reactants are: O1CCOCC1.Br[C:8]1[C:13]([C:14]([O:16][CH3:17])=[O:15])=[CH:12][C:11]([Cl:18])=[N:10][CH:9]=1.C([Sn](CCCC)(CCCC)[C:24]1[S:25][CH:26]=[CH:27][N:28]=1)CCC.